Regression/Classification. Given a drug SMILES string, predict its absorption, distribution, metabolism, or excretion properties. Task type varies by dataset: regression for continuous measurements (e.g., permeability, clearance, half-life) or binary classification for categorical outcomes (e.g., BBB penetration, CYP inhibition). Dataset: cyp2c9_veith. From a dataset of CYP2C9 inhibition data for predicting drug metabolism from PubChem BioAssay. The molecule is CCCCc1c(O)nc(SCCN(C)C)n(-c2ccccc2)c1=O. The result is 0 (non-inhibitor).